From a dataset of Forward reaction prediction with 1.9M reactions from USPTO patents (1976-2016). Predict the product of the given reaction. (1) Given the reactants [Br:1][C:2]1[CH:11]=[CH:10][C:5]([C:6](OC)=[O:7])=[C:4]([CH2:12]Br)[CH:3]=1.[NH3:14], predict the reaction product. The product is: [Br:1][C:2]1[CH:3]=[C:4]2[C:5](=[CH:10][CH:11]=1)[C:6](=[O:7])[NH:14][CH2:12]2. (2) Given the reactants [C:1]([C@H:5]1[CH2:10][CH2:9][C@H:8]([NH:11][C:12]2[N:13]=[CH:14][C:15]3[C:20]([CH:21]=2)=[CH:19][C:18]([C:22]([NH:24][CH:25]2[CH2:30][CH2:29][CH2:28][CH:27]([C:31]([O:33]C)=[O:32])[CH2:26]2)=[O:23])=[CH:17][CH:16]=3)[CH2:7][CH2:6]1)([CH3:4])([CH3:3])[CH3:2].[OH-].[Na+], predict the reaction product. The product is: [C:1]([C@H:5]1[CH2:6][CH2:7][C@H:8]([NH:11][C:12]2[N:13]=[CH:14][C:15]3[C:20]([CH:21]=2)=[CH:19][C:18]([C:22]([NH:24][CH:25]2[CH2:30][CH2:29][CH2:28][CH:27]([C:31]([OH:33])=[O:32])[CH2:26]2)=[O:23])=[CH:17][CH:16]=3)[CH2:9][CH2:10]1)([CH3:4])([CH3:2])[CH3:3].